This data is from Retrosynthesis with 50K atom-mapped reactions and 10 reaction types from USPTO. The task is: Predict the reactants needed to synthesize the given product. (1) Given the product CC(C)(C)OC(=O)N1CCC(C(=O)Nc2ccccc2Br)CC1, predict the reactants needed to synthesize it. The reactants are: CC(C)(C)OC(=O)N1CCC(C(=O)O)CC1.Nc1ccccc1Br. (2) The reactants are: O=C(OCc1ccccc1)N1CCC2(CC1)CC(=NO)c1ccccc12. Given the product O=C1CC2(CCN(C(=O)OCc3ccccc3)CC2)c2ccccc2N1, predict the reactants needed to synthesize it. (3) Given the product CCC[C@H](N[S@@](=O)C(C)(C)C)C1(C(=O)NC)SCCS1, predict the reactants needed to synthesize it. The reactants are: CCC[C@H](N[S@@](=O)C(C)(C)C)C1(C(=O)OCC)SCCS1.CN. (4) Given the product CCCN(CCC)Cc1ccc(OCc2ccc(CN(Cc3ncc[nH]3)Cc3ncc[nH]3)cc2)cc1, predict the reactants needed to synthesize it. The reactants are: CCCN(CCC)Cc1ccc(OCc2ccc(CNCc3ncc[nH]3)cc2)cc1.O=Cc1ncc[nH]1.